This data is from Forward reaction prediction with 1.9M reactions from USPTO patents (1976-2016). The task is: Predict the product of the given reaction. (1) Given the reactants I.[NH2:2][NH:3][C:4]([NH:6][CH2:7][CH2:8][CH2:9][CH2:10][CH3:11])=[NH:5].[CH3:12][O:13][C:14]1[CH:15]=[C:16]2[C:20](=[CH:21][CH:22]=1)[NH:19][CH:18]=[C:17]2[CH:23]=O, predict the reaction product. The product is: [CH3:11][CH2:10][CH2:9][CH2:8][CH2:7][NH:6][C:4]([NH:3]/[N:2]=[CH:23]/[C:17]1[C:16]2[CH:15]=[C:14]([O:13][CH3:12])[CH:22]=[CH:21][C:20]=2[NH:19][CH:18]=1)=[NH:5]. (2) Given the reactants [S:1]1[CH:5]=[CH:4][CH:3]=[C:2]1[C:6]1[N:14]2[C:9]([CH:10]=[CH:11][CH:12]=[CH:13]2)=[CH:8][C:7]=1[C:15]#[N:16].C[Mg+].[Br-].[CH3:20]COCC.[BH4-].[Na+], predict the reaction product. The product is: [S:1]1[CH:5]=[CH:4][CH:3]=[C:2]1[C:6]1[N:14]2[C:9]([CH:10]=[CH:11][CH:12]=[CH:13]2)=[CH:8][C:7]=1[CH:15]([NH2:16])[CH3:20]. (3) Given the reactants [H-].[Na+].[NH:3]1[CH:7]=[CH:6][CH:5]=[CH:4]1.I[CH2:9][C:10]([O:12]CC)=[O:11], predict the reaction product. The product is: [NH:3]1[CH:7]=[CH:6][CH:5]=[C:4]1[CH2:9][C:10]([OH:12])=[O:11]. (4) Given the reactants Cl[C:2]1[N:7]=[CH:6][C:5]([CH2:8][C:9]([NH:11][C:12]2[CH:17]=[CH:16][C:15]([C:18]3[CH:23]=[CH:22][CH:21]=[C:20]([F:24])[CH:19]=3)=[CH:14][N:13]=2)=[O:10])=[CH:4][CH:3]=1.[N:25]1([C:31](=[O:33])[CH3:32])[CH2:30][CH2:29][NH:28][CH2:27][CH2:26]1, predict the reaction product. The product is: [C:31]([N:25]1[CH2:30][CH2:29][N:28]([C:2]2[N:7]=[CH:6][C:5]([CH2:8][C:9]([NH:11][C:12]3[CH:17]=[CH:16][C:15]([C:18]4[CH:23]=[CH:22][CH:21]=[C:20]([F:24])[CH:19]=4)=[CH:14][N:13]=3)=[O:10])=[CH:4][CH:3]=2)[CH2:27][CH2:26]1)(=[O:33])[CH3:32]. (5) The product is: [CH3:1][N:2]([C:18]1[CH:23]=[CH:22][N:21]=[C:20]([S:24]([CH3:25])=[O:31])[N:19]=1)[C:3]1[CH:11]=[C:10]([C:12]2[CH:13]=[CH:14][CH:15]=[CH:16][CH:17]=2)[C:6]2[N:7]=[CH:8][NH:9][C:5]=2[CH:4]=1. Given the reactants [CH3:1][N:2]([C:18]1[CH:23]=[CH:22][N:21]=[C:20]([S:24][CH3:25])[N:19]=1)[C:3]1[CH:11]=[C:10]([C:12]2[CH:17]=[CH:16][CH:15]=[CH:14][CH:13]=2)[C:6]2[N:7]=[CH:8][NH:9][C:5]=2[CH:4]=1.ClC1C=C(C=CC=1)C(OO)=[O:31], predict the reaction product. (6) Given the reactants [OH-:1].[K+].[C:3]1(=[O:8])[O:7][CH2:6][CH2:5][CH2:4]1.[CH2:9](Br)[C:10]1[CH:15]=[CH:14][CH:13]=[CH:12][CH:11]=1.O, predict the reaction product. The product is: [CH2:9]([O:1][CH2:6][CH2:5][CH2:4][C:3]([OH:7])=[O:8])[C:10]1[CH:15]=[CH:14][CH:13]=[CH:12][CH:11]=1.